This data is from Forward reaction prediction with 1.9M reactions from USPTO patents (1976-2016). The task is: Predict the product of the given reaction. (1) Given the reactants [S:1]1[CH2:5][C:4](=[O:6])[NH:3][C:2]1=[O:7].C1(P(C2C=CC=CC=2)C2C=CC=CC=2)C=CC=CC=1.N(C(OC(C)(C)C)=O)=NC(OC(C)(C)C)=O.[F:43][C:44]1[CH:52]=[C:51]2[C:47]([C:48](=[CH:54][C:55]3[NH:56][CH:57]=[C:58]([CH2:60][N:61]4[CH2:66][CH2:65][O:64][CH2:63][CH2:62]4)[CH:59]=3)[C:49](=[O:53])[NH:50]2)=[CH:46][C:45]=1[CH2:67]O.N(C(OC(C)(C)C)=O)=NC([O-])=O, predict the reaction product. The product is: [F:43][C:44]1[CH:52]=[C:51]2[C:47]([C:48](=[CH:54][C:55]3[NH:56][CH:57]=[C:58]([CH2:60][N:61]4[CH2:62][CH2:63][O:64][CH2:65][CH2:66]4)[CH:59]=3)[C:49](=[O:53])[NH:50]2)=[CH:46][C:45]=1[CH2:67][N:3]1[C:4](=[O:6])[CH2:5][S:1][C:2]1=[O:7]. (2) Given the reactants [NH2:1][C:2]([CH3:6])([CH3:5])[CH2:3][OH:4].[C:7](Cl)(=[O:14])[C:8]1[CH:13]=[CH:12][CH:11]=[CH:10][CH:9]=1.C(=O)([O-])[O-].[K+].[K+].O, predict the reaction product. The product is: [OH:4][CH2:3][C:2]([NH:1][C:7](=[O:14])[C:8]1[CH:13]=[CH:12][CH:11]=[CH:10][CH:9]=1)([CH3:6])[CH3:5]. (3) Given the reactants Br[C:2]1[CH:11]=[C:10]2[C:5]([CH2:6][N:7]([CH2:13][C:14]3[C:19]([O:20][CH3:21])=[CH:18][CH:17]=[CH:16][C:15]=3[O:22][CH3:23])[C:8]([NH2:12])=[N:9]2)=[CH:4][CH:3]=1.[O:24]1CCCOB1[C:30]1[CH:31]=[N:32][CH:33]=[CH:34][CH:35]=1, predict the reaction product. The product is: [C:19]([O-:20])(=[O:24])[CH3:14].[CH3:23][O:22][C:15]1[CH:16]=[CH:17][CH:18]=[C:19]([O:20][CH3:21])[C:14]=1[CH2:13][N:7]1[CH2:6][C:5]2[C:10](=[CH:11][C:2]([C:30]3[CH:31]=[N:32][CH:33]=[CH:34][CH:35]=3)=[CH:3][CH:4]=2)[N:9]=[C:8]1[NH3+:12]. (4) Given the reactants [OH:1][CH2:2][CH:3]1[CH2:8][CH2:7][N:6]([C:9]([O:11][C:12]([CH3:15])([CH3:14])[CH3:13])=[O:10])[CH2:5][CH2:4]1.C(N(CC)CC)C.[CH3:23][S:24](Cl)(=[O:26])=[O:25].O, predict the reaction product. The product is: [CH3:23][S:24]([O:1][CH2:2][CH:3]1[CH2:8][CH2:7][N:6]([C:9]([O:11][C:12]([CH3:15])([CH3:14])[CH3:13])=[O:10])[CH2:5][CH2:4]1)(=[O:26])=[O:25]. (5) Given the reactants C(OC([N:8](C(OC(C)(C)C)=O)[C:9]1[CH:17]=[C:16]2[C:12]([C:13](I)=[CH:14][N:15]2C(OC(C)(C)C)=O)=[CH:11][CH:10]=1)=O)(C)(C)C.[CH2:33]([O:35][C:36]1[CH:41]=[CH:40][C:39](B(O)O)=[CH:38][CH:37]=1)[CH3:34].C(=O)([O-])[O-].[Na+].[Na+].O1CCOCC1, predict the reaction product. The product is: [CH2:33]([O:35][C:36]1[CH:41]=[CH:40][C:39]([C:13]2[C:12]3[C:16](=[CH:17][C:9]([NH2:8])=[CH:10][CH:11]=3)[NH:15][CH:14]=2)=[CH:38][CH:37]=1)[CH3:34].